This data is from Peptide-MHC class I binding affinity with 185,985 pairs from IEDB/IMGT. The task is: Regression. Given a peptide amino acid sequence and an MHC pseudo amino acid sequence, predict their binding affinity value. This is MHC class I binding data. (1) The peptide sequence is YDYYRYNLPT. The MHC is HLA-B40:02 with pseudo-sequence HLA-B40:02. The binding affinity (normalized) is 0.0290. (2) The MHC is HLA-A03:01 with pseudo-sequence HLA-A03:01. The peptide sequence is LTDRELLLL. The binding affinity (normalized) is 0.0847. (3) The peptide sequence is LEARVNLSV. The MHC is HLA-B40:01 with pseudo-sequence HLA-B40:01. The binding affinity (normalized) is 0.283. (4) The MHC is HLA-B08:01 with pseudo-sequence HLA-B08:01. The binding affinity (normalized) is 0.368. The peptide sequence is EYMKKAEAPL. (5) The peptide sequence is LENAQPGLL. The binding affinity (normalized) is 0.358. The MHC is HLA-B40:01 with pseudo-sequence HLA-B40:01. (6) The peptide sequence is LFLDGIDKA. The MHC is HLA-A02:06 with pseudo-sequence HLA-A02:06. The binding affinity (normalized) is 0.0221. (7) The peptide sequence is FPVTPQVPL. The MHC is HLA-A30:02 with pseudo-sequence HLA-A30:02. The binding affinity (normalized) is 0.